From a dataset of Experimentally validated miRNA-target interactions with 360,000+ pairs, plus equal number of negative samples. Binary Classification. Given a miRNA mature sequence and a target amino acid sequence, predict their likelihood of interaction. (1) The protein sequence of the target gene is MQDDSIEASTSISQLLRESYLAETRHRGNNERSRAEPSSNPCHFGSPSGAAEGGGGQDDLPDLSAFLSQEELDESVNLARLAINYDPLEKADETQARKRLSPDQMKHSPNLSFEPNFCQDNPRSPTSSKESPQEAKRPQYCSETQSKKVFLNKAADFIEELSSLFKSHSSKRIRPRACKNHKSKLESQNKVMQENSSSFSDLSERRERSSVPIPIPADTRDNEVNHALEQQEAKRREAEQAASEAAGGDTTPGSSPSSLYYEEPLGQPPRFTQKLRSREVPEGTRVQLDCIVVGIPPPQV.... Result: 1 (interaction). The miRNA is hsa-miR-619-5p with sequence GCUGGGAUUACAGGCAUGAGCC. (2) The miRNA is mmu-miR-381-3p with sequence UAUACAAGGGCAAGCUCUCUGU. The protein sequence of the target gene is MSKMDGLSTGEEEDSTFTSISLEDDTDHSLKSWRSRAESLLPKMMNADMDAVDAENQVELEEKTRLINQVLELQHTLEDLSARVDAVKEENLKLKSENQVLGQYIENLMSASSVFQTTDTKSKRK. Result: 1 (interaction).